From a dataset of Forward reaction prediction with 1.9M reactions from USPTO patents (1976-2016). Predict the product of the given reaction. (1) Given the reactants [O:1]1[C:5]([C:6](Cl)=[O:7])=[CH:4][CH:3]=[C:2]1[C:9](Cl)=[O:10].[NH2:12][C:13]1[C:17]2[CH:18]=[C:19]([F:23])[CH:20]=[C:21]([F:22])[C:16]=2[O:15][C:14]=1[C:24]([NH2:26])=[O:25].CN(C)C1C=CC=CC=1.[CH3:36][N:37]1[CH2:42][CH2:41][NH:40][CH2:39][CH2:38]1, predict the reaction product. The product is: [F:23][C:19]1[CH:20]=[C:21]([F:22])[C:16]2[O:15][C:14]([C:24]([NH2:26])=[O:25])=[C:13]([NH:12][C:9]([C:2]3[O:1][C:5]([C:6]([N:40]4[CH2:41][CH2:42][N:37]([CH3:36])[CH2:38][CH2:39]4)=[O:7])=[CH:4][CH:3]=3)=[O:10])[C:17]=2[CH:18]=1. (2) The product is: [Br:18][C:16]1[CH:15]=[N:14][CH:13]=[C:12]([CH2:11][S:5][CH2:3][CH3:4])[CH:17]=1. Given the reactants [H-].[Na+].[CH2:3]([SH:5])[CH3:4].CS(O[CH2:11][C:12]1[CH:13]=[N:14][CH:15]=[C:16]([Br:18])[CH:17]=1)(=O)=O, predict the reaction product. (3) Given the reactants C[O:2][C:3]1[CH:8]=[CH:7][CH:6]=[CH:5][C:4]=1[C:9]1([CH3:25])[C:13](=[O:14])[N:12]([CH2:15][C:16](=[O:23])[C:17]2[CH:22]=[CH:21][CH:20]=[CH:19][CH:18]=2)[N:11]=[C:10]1[CH3:24].C([S-])C.[Na+], predict the reaction product. The product is: [OH:2][C:3]1[CH:8]=[CH:7][CH:6]=[CH:5][C:4]=1[C:9]1([CH3:25])[C:13](=[O:14])[N:12]([CH2:15][C:16](=[O:23])[C:17]2[CH:18]=[CH:19][CH:20]=[CH:21][CH:22]=2)[N:11]=[C:10]1[CH3:24]. (4) Given the reactants [CH2:1]([N:8]([C:12]1[C:13]2[CH2:34][NH:33][CH2:32][CH2:31][C:14]=2[N:15]=[C:16]([NH:18][C:19]2[CH:24]=[CH:23][C:22]([N:25]3[CH:29]=[CH:28][N:27]=[C:26]3[CH3:30])=[CH:21][CH:20]=2)[N:17]=1)[CH2:9][CH2:10][OH:11])[C:2]1[CH:7]=[CH:6][CH:5]=[CH:4][CH:3]=1.[C:35](O)(=O)C.C=O.C([BH3-])#N.[Na+], predict the reaction product. The product is: [CH2:1]([N:8]([C:12]1[C:13]2[CH2:34][N:33]([CH3:35])[CH2:32][CH2:31][C:14]=2[N:15]=[C:16]([NH:18][C:19]2[CH:24]=[CH:23][C:22]([N:25]3[CH:29]=[CH:28][N:27]=[C:26]3[CH3:30])=[CH:21][CH:20]=2)[N:17]=1)[CH2:9][CH2:10][OH:11])[C:2]1[CH:3]=[CH:4][CH:5]=[CH:6][CH:7]=1. (5) Given the reactants [Br:1][C:2]1[N:3]=[CH:4][C:5]([C:15]([OH:17])=O)=[N:6][C:7]=1[C:8]1[CH:13]=[CH:12][C:11]([Cl:14])=[CH:10][CH:9]=1.ClC(N(C)C)=C(C)C.[NH2:26][CH2:27][C:28]([CH:31]1[CH2:33][CH2:32]1)([OH:30])[CH3:29].C(N(C(C)C)C(C)C)C, predict the reaction product. The product is: [CH:31]1([C:28]([OH:30])([CH3:29])[CH2:27][NH:26][C:15]([C:5]2[CH:4]=[N:3][C:2]([Br:1])=[C:7]([C:8]3[CH:9]=[CH:10][C:11]([Cl:14])=[CH:12][CH:13]=3)[N:6]=2)=[O:17])[CH2:33][CH2:32]1. (6) Given the reactants C(OC(=O)[N:7]([CH2:17][CH:18]([OH:41])[CH:19]([NH:29]C(=O)CNC(=O)CCCCBr)[CH2:20][C:21]1[CH:26]=[C:25]([OH:27])[CH:24]=[C:23]([F:28])[CH:22]=1)[CH2:8][C:9]1[CH:14]=[CH:13][CH:12]=[C:11]([CH2:15][CH3:16])[CH:10]=1)(C)(C)C.[C:43]([O-:46])([O-])=O.[Cs+].[Cs+].[CH3:49][N:50]([CH:52]=[O:53])C, predict the reaction product. The product is: [CH2:15]([C:11]1[CH:10]=[C:9]([CH:14]=[CH:13][CH:12]=1)[CH2:8][NH:7][CH2:17][CH:18]([CH:19]1[CH2:20][C:21]2=[CH:26][C:25](=[CH:24][C:23]([F:28])=[CH:22]2)[O:27][CH2:11][CH2:10][CH2:9][CH2:8][C:52](=[O:53])[NH:50][CH2:49][C:43](=[O:46])[NH:29]1)[OH:41])[CH3:16]. (7) Given the reactants Br[CH2:2][C:3]([C:5]1[CH:10]=[CH:9][C:8]([Br:11])=[CH:7][CH:6]=1)=[O:4].[C:12]([O:16][C:17]([N:19]1[CH2:23][CH:22]([CH2:24][O:25][CH3:26])[CH2:21][C@H:20]1[C:27]([OH:29])=[O:28])=[O:18])([CH3:15])([CH3:14])[CH3:13].CCN(CC)CC, predict the reaction product. The product is: [CH3:26][O:25][CH2:24][CH:22]1[CH2:23][N:19]([C:17]([O:16][C:12]([CH3:15])([CH3:13])[CH3:14])=[O:18])[C@H:20]([C:27]([O:29][CH2:2][C:3]([C:5]2[CH:10]=[CH:9][C:8]([Br:11])=[CH:7][CH:6]=2)=[O:4])=[O:28])[CH2:21]1.